Dataset: Forward reaction prediction with 1.9M reactions from USPTO patents (1976-2016). Task: Predict the product of the given reaction. Given the reactants [C:1]1([C@H:7]([NH:9][C:10]([C:12]2[CH:17]=[CH:16][C:15]([CH3:18])=[C:14]([C:19]3[CH:24]=[CH:23][C:22]([O:25][CH3:26])=[CH:21][CH:20]=3)[CH:13]=2)=O)[CH3:8])[CH:6]=[CH:5][CH:4]=[CH:3][CH:2]=1.CC(C[AlH]CC(C)C)C, predict the reaction product. The product is: [C:1]1([C@H:7]([NH:9][CH2:10][C:12]2[CH:17]=[CH:16][C:15]([CH3:18])=[C:14]([C:19]3[CH:24]=[CH:23][C:22]([O:25][CH3:26])=[CH:21][CH:20]=3)[CH:13]=2)[CH3:8])[CH:2]=[CH:3][CH:4]=[CH:5][CH:6]=1.[C:1]1([C@H:7]([NH:9][CH2:10][C:12]2[CH:17]=[CH:16][C:15]([CH3:18])=[C:14]([C:19]3[CH:20]=[CH:21][C:22]([OH:25])=[CH:23][CH:24]=3)[CH:13]=2)[CH3:8])[CH:2]=[CH:3][CH:4]=[CH:5][CH:6]=1.